From a dataset of Full USPTO retrosynthesis dataset with 1.9M reactions from patents (1976-2016). Predict the reactants needed to synthesize the given product. Given the product [NH2:1][C:2](=[O:33])[CH2:3][N:4]([CH3:32])[C:5]([C:7]1[CH:15]=[C:14]2[C:10]([C:11]([S:30]([CH3:31])=[O:39])=[CH:12][N:13]2[C:16]2[N:17]=[CH:18][C:19]([C:22]3[CH:27]=[C:26]([O:28][CH3:29])[CH:25]=[CH:24][N:23]=3)=[CH:20][N:21]=2)=[CH:9][CH:8]=1)=[O:6], predict the reactants needed to synthesize it. The reactants are: [NH2:1][C:2](=[O:33])[CH2:3][N:4]([CH3:32])[C:5]([C:7]1[CH:15]=[C:14]2[C:10]([C:11]([S:30][CH3:31])=[CH:12][N:13]2[C:16]2[N:21]=[CH:20][C:19]([C:22]3[CH:27]=[C:26]([O:28][CH3:29])[CH:25]=[CH:24][N:23]=3)=[CH:18][N:17]=2)=[CH:9][CH:8]=1)=[O:6].ClC1C=C(C=CC=1)C(OO)=[O:39].